From a dataset of Full USPTO retrosynthesis dataset with 1.9M reactions from patents (1976-2016). Predict the reactants needed to synthesize the given product. Given the product [NH2:1][C:4]1[CH:9]=[CH:8][C:7]([CH2:10][CH2:11][C:12]2[CH:17]=[CH:16][C:15]([CH3:18])=[CH:14][CH:13]=2)=[C:6]([NH2:19])[CH:5]=1, predict the reactants needed to synthesize it. The reactants are: [N+:1]([C:4]1[CH:9]=[CH:8][C:7]([CH:10]=[CH:11][C:12]2[CH:17]=[CH:16][C:15]([CH3:18])=[CH:14][CH:13]=2)=[C:6]([N+:19]([O-])=O)[CH:5]=1)([O-])=O.[H][H].CCOCC.